Dataset: Forward reaction prediction with 1.9M reactions from USPTO patents (1976-2016). Task: Predict the product of the given reaction. Given the reactants Cl[C:2]1[CH:7]=[C:6]([C:8]2[CH:13]=[C:12]([Cl:14])[CH:11]=[CH:10][C:9]=2[O:15][CH2:16][CH3:17])[N:5]=[C:4]([NH2:18])[N:3]=1.[NH2:19][C:20]1[CH:25]=[CH:24][C:23]([S:26]([NH2:29])(=[O:28])=[O:27])=[CH:22][CH:21]=1, predict the reaction product. The product is: [NH2:18][C:4]1[N:3]=[C:2]([NH:19][C:20]2[CH:25]=[CH:24][C:23]([S:26]([NH2:29])(=[O:27])=[O:28])=[CH:22][CH:21]=2)[CH:7]=[C:6]([C:8]2[CH:13]=[C:12]([Cl:14])[CH:11]=[CH:10][C:9]=2[O:15][CH2:16][CH3:17])[N:5]=1.